From a dataset of Full USPTO retrosynthesis dataset with 1.9M reactions from patents (1976-2016). Predict the reactants needed to synthesize the given product. Given the product [CH3:25][N:3]([CH3:2])/[N:4]=[N:5]\[C:6]1[CH:7]=[CH:8][C:9](/[CH:12]=[CH:13]\[C:14]2[CH:24]=[CH:23][C:17]([O:18][CH2:19][C:20]([OH:22])=[O:21])=[CH:16][CH:15]=2)=[CH:10][CH:11]=1, predict the reactants needed to synthesize it. The reactants are: [Na].[CH3:2][N:3]([CH3:25])/[N:4]=[N:5]\[C:6]1[CH:11]=[CH:10][C:9](/[CH:12]=[CH:13]\[C:14]2[CH:24]=[CH:23][C:17]([O:18][CH2:19][C:20]([O-:22])=[O:21])=[CH:16][CH:15]=2)=[CH:8][CH:7]=1.